Task: Predict the reaction yield, written as a fraction of the theoretical maximum amount of product (1.0 means a 100% yield; for example, 0.34 means a 34% yield).. Dataset: Reaction yield outcomes from USPTO patents with 853,638 reactions (1) The product is [Cl:1][C:2]1[CH:7]=[CH:6][C:5]([N+:8]([O-:10])=[O:9])=[CH:4][C:3]=1[N:11]1[CH2:12][C:13]2[C:14](=[N:15][C:16]([S:19][CH3:20])=[N:17][CH:18]=2)[N:21]([CH3:22])[C:23]1=[O:26]. The reactants are [Cl:1][C:2]1[CH:7]=[CH:6][C:5]([N+:8]([O-:10])=[O:9])=[CH:4][C:3]=1[NH:11][CH2:12][C:13]1[C:14]([NH:21][CH3:22])=[N:15][C:16]([S:19][CH3:20])=[N:17][CH:18]=1.[C:23](=[O:26])([O-])[O-].[K+].[K+].C1N=CN(C(N2C=NC=C2)=O)C=1. The catalyst is C(#N)C. The yield is 0.960. (2) The reactants are [H-].[Na+].[CH3:3][S:4][C:5]1[N:6]=[CH:7][C:8]2[CH:14]=[CH:13][C:12](=[O:15])[NH:11][C:9]=2[N:10]=1.[Br-].[Li+].Cl[CH2:19][C:20]1[CH:25]=[CH:24][CH:23]=[CH:22][C:21]=1[S:26]([CH2:29][CH3:30])(=[O:28])=[O:27]. The catalyst is CN(C)C=O. The product is [CH2:29]([S:26]([C:21]1[CH:22]=[CH:23][CH:24]=[CH:25][C:20]=1[CH2:19][N:11]1[C:9]2[N:10]=[C:5]([S:4][CH3:3])[N:6]=[CH:7][C:8]=2[CH:14]=[CH:13][C:12]1=[O:15])(=[O:28])=[O:27])[CH3:30]. The yield is 0.190. (3) The reactants are Br[C:2]1[C:6]([C:7]2[CH:12]=[CH:11][CH:10]=[C:9]([CH3:13])[N:8]=2)=[N:5][N:4]2[CH2:14][CH2:15][CH2:16][C:3]=12.[B:17](OC(C)C)([O:22]C(C)C)[O:18]C(C)C.C([Li])CCC. The catalyst is O1CCCC1. The product is [CH3:13][C:9]1[N:8]=[C:7]([C:6]2[C:2]([B:17]([OH:22])[OH:18])=[C:3]3[CH2:16][CH2:15][CH2:14][N:4]3[N:5]=2)[CH:12]=[CH:11][CH:10]=1. The yield is 0.730. (4) The reactants are [F:1][C:2]1[CH:7]=[CH:6][C:5]([C@@H:8]2[CH2:13][CH2:12][CH2:11][CH2:10][C@H:9]2[CH2:14][OH:15])=[CH:4][CH:3]=1.C[Si]([N-][Si](C)(C)C)(C)C.[Li+].COC1C=C(OC)C=CC=1C[N:31]([C:44]1[S:48][N:47]=[CH:46][N:45]=1)[S:32]([C:35]1[CH:40]=[C:39]([F:41])[C:38](F)=[CH:37][C:36]=1[F:43])(=[O:34])=[O:33].[Cl-].[NH4+]. The catalyst is O1CCCC1.C(OCC)(=O)C. The product is [F:43][C:36]1[CH:37]=[C:38]([O:15][CH2:14][C@@H:9]2[CH2:10][CH2:11][CH2:12][CH2:13][C@H:8]2[C:5]2[CH:4]=[CH:3][C:2]([F:1])=[CH:7][CH:6]=2)[C:39]([F:41])=[CH:40][C:35]=1[S:32]([NH:31][C:44]1[S:48][N:47]=[CH:46][N:45]=1)(=[O:33])=[O:34]. The yield is 0.170. (5) The reactants are [CH3:1][O:2][C:3](=[O:48])[CH:4]([NH:28]C(C1C=CC=CC=1)(C1C=CC=CC=1)C1C=CC=CC=1)[CH2:5][O:6][C:7]1[CH:12]=[CH:11][C:10]([CH2:13][CH2:14][CH2:15][CH2:16][NH:17][C:18]([O:20][CH2:21][C:22]2[CH:27]=[CH:26][CH:25]=[CH:24][CH:23]=2)=[O:19])=[CH:9][CH:8]=1.FC(F)(F)C(O)=O.C(N(CC)CC)C.[C:71](O[C:71]([O:73][C:74]([CH3:77])([CH3:76])[CH3:75])=[O:72])([O:73][C:74]([CH3:77])([CH3:76])[CH3:75])=[O:72]. The catalyst is ClCCl.O. The product is [CH3:1][O:2][C:3](=[O:48])[CH:4]([NH:28][C:71]([O:73][C:74]([CH3:75])([CH3:76])[CH3:77])=[O:72])[CH2:5][O:6][C:7]1[CH:8]=[CH:9][C:10]([CH2:13][CH2:14][CH2:15][CH2:16][NH:17][C:18]([O:20][CH2:21][C:22]2[CH:23]=[CH:24][CH:25]=[CH:26][CH:27]=2)=[O:19])=[CH:11][CH:12]=1. The yield is 0.520.